Predict the reactants needed to synthesize the given product. From a dataset of Full USPTO retrosynthesis dataset with 1.9M reactions from patents (1976-2016). Given the product [OH:11][C:8]1[CH:9]=[CH:10][C:3]([O:2][CH3:1])=[C:4]([CH:7]=1)[CH:5]=[O:6], predict the reactants needed to synthesize it. The reactants are: [CH3:1][O:2][C:3]1[CH:10]=[CH:9][C:8]([O:11]C)=[CH:7][C:4]=1[CH:5]=[O:6].